Task: Regression. Given a peptide amino acid sequence and an MHC pseudo amino acid sequence, predict their binding affinity value. This is MHC class II binding data.. Dataset: Peptide-MHC class II binding affinity with 134,281 pairs from IEDB (1) The peptide sequence is FTSLEYIEAAKWLLP. The MHC is DRB1_1302 with pseudo-sequence DRB1_1302. The binding affinity (normalized) is 0.618. (2) The peptide sequence is TLWQRPLVTIKIGGQLREAL. The MHC is HLA-DPA10103-DPB10401 with pseudo-sequence HLA-DPA10103-DPB10401. The binding affinity (normalized) is 0.391. (3) The peptide sequence is GEDQIVDKIDAAFKI. The MHC is DRB1_0101 with pseudo-sequence DRB1_0101. The binding affinity (normalized) is 0.507.